Predict the reactants needed to synthesize the given product. From a dataset of Full USPTO retrosynthesis dataset with 1.9M reactions from patents (1976-2016). (1) Given the product [Br:1][C:2]1[CH:7]=[CH:6][C:5]([CH2:8][CH2:9][CH3:10])=[C:4]([NH2:11])[CH:3]=1, predict the reactants needed to synthesize it. The reactants are: [Br:1][C:2]1[CH:7]=[CH:6][C:5]([CH2:8][CH2:9][CH3:10])=[C:4]([N+:11]([O-])=O)[CH:3]=1.Cl[Sn]Cl.O. (2) Given the product [CH:2]1([CH2:1][N:7]2[C:12](=[O:13])[C:11]3[S:14][CH:15]=[C:16]([C:17]4[CH:22]=[CH:21][CH:20]=[CH:19][C:18]=4[F:35])[C:10]=3[N:9]=[CH:8]2)[CH2:4][CH2:3]1, predict the reactants needed to synthesize it. The reactants are: [C:1]1([N:7]2[C:12](=[O:13])[C:11]3[S:14][CH:15]=[C:16]([C:17]4[CH:22]=[CH:21][CH:20]=[CH:19][CH:18]=4)[C:10]=3[N:9]=[CH:8]2)C=C[CH:4]=[CH:3][CH:2]=1.NC1C(C2C=CC=CC=2[F:35])=CSC=1C(OC)=O.C(OCC)(OCC)OCC.C1(CN)CC1. (3) The reactants are: [Br:1][C:2]1[N:7]=[C:6]2[C:8]([CH3:28])=[C:9]([CH:11]([NH:18][C:19]3[CH:27]=[CH:26][C:22]([C:23](O)=[O:24])=[CH:21][CH:20]=3)[CH:12]3[CH2:17][CH2:16][CH2:15][CH2:14][CH2:13]3)[O:10][C:5]2=[CH:4][CH:3]=1.Cl.[CH2:30]([O:32][C:33](=[O:37])[CH2:34][CH2:35][NH2:36])[CH3:31].O.ON1C2C=CC=CC=2N=N1.Cl.C(N=C=NCCCN(C)C)C.[Cl-].[NH4+]. Given the product [Br:1][C:2]1[N:7]=[C:6]2[C:8]([CH3:28])=[C:9]([CH:11]([NH:18][C:19]3[CH:20]=[CH:21][C:22]([C:23]([NH:36][CH2:35][CH2:34][C:33]([O:32][CH2:30][CH3:31])=[O:37])=[O:24])=[CH:26][CH:27]=3)[CH:12]3[CH2:17][CH2:16][CH2:15][CH2:14][CH2:13]3)[O:10][C:5]2=[CH:4][CH:3]=1, predict the reactants needed to synthesize it. (4) Given the product [F:19][C:20]1[CH:25]=[CH:24][C:23]([C:2]2[N:6]3[CH:7]=[CH:8][C:9]([C:11]4([CH3:18])[CH2:15][O:14][C:13]([CH3:17])([CH3:16])[O:12]4)=[N:10][C:5]3=[N:4][CH:3]=2)=[CH:22][C:21]=1[C:35]1[CH:36]=[N:37][CH:38]=[CH:39][CH:40]=1, predict the reactants needed to synthesize it. The reactants are: Br[C:2]1[N:6]2[CH:7]=[CH:8][C:9]([C:11]3([CH3:18])[CH2:15][O:14][C:13]([CH3:17])([CH3:16])[O:12]3)=[N:10][C:5]2=[N:4][CH:3]=1.[F:19][C:20]1[CH:25]=[CH:24][C:23](B2OC(C)(C)C(C)(C)O2)=[CH:22][C:21]=1[C:35]1[CH:36]=[N:37][CH:38]=[CH:39][CH:40]=1. (5) The reactants are: [NH2:1][C:2]1[CH:11]=[CH:10][C:5]([C:6]([NH:8][OH:9])=[NH:7])=[CH:4][N:3]=1.[Cl:12][C:13]1[CH:18]=[CH:17][C:16]([C:19]2[CH:24]=[C:23]([C:25]([F:28])([F:27])[F:26])[N:22]=[C:21]([C:29](O)=O)[N:20]=2)=[CH:15][CH:14]=1. Given the product [Cl:12][C:13]1[CH:14]=[CH:15][C:16]([C:19]2[CH:24]=[C:23]([C:25]([F:27])([F:26])[F:28])[N:22]=[C:21]([C:29]3[O:9][N:8]=[C:6]([C:5]4[CH:10]=[CH:11][C:2]([NH2:1])=[N:3][CH:4]=4)[N:7]=3)[N:20]=2)=[CH:17][CH:18]=1, predict the reactants needed to synthesize it.